This data is from Reaction yield outcomes from USPTO patents with 853,638 reactions. The task is: Predict the reaction yield, written as a fraction of the theoretical maximum amount of product (1.0 means a 100% yield; for example, 0.34 means a 34% yield). The reactants are Cl.[Cl:2][C:3]1[CH:4]=[C:5]([N:10]2[C:14](=[O:15])[C@@:13]3([C@H:19]([C:20]4[CH:27]=[CH:26][C:23]([C:24]#[N:25])=[CH:22][CH:21]=4)[CH2:18][NH:17][CH2:16]3)[N:12]([CH3:28])[C:11]2=[O:29])[CH:6]=[C:7]([Cl:9])[CH:8]=1.C1(C)C=CC(C([C@](C(O)=O)(O)[C@](C(C2C=CC(C)=CC=2)=O)(O)C(O)=O)=O)=CC=1. The catalyst is ClCCl. The product is [Cl:2][C:3]1[CH:4]=[C:5]([N:10]2[C:14](=[O:15])[C@@:13]3([C@H:19]([C:20]4[CH:21]=[CH:22][C:23]([C:24]#[N:25])=[CH:26][CH:27]=4)[CH2:18][NH:17][CH2:16]3)[N:12]([CH3:28])[C:11]2=[O:29])[CH:6]=[C:7]([Cl:9])[CH:8]=1. The yield is 0.350.